Dataset: Full USPTO retrosynthesis dataset with 1.9M reactions from patents (1976-2016). Task: Predict the reactants needed to synthesize the given product. (1) The reactants are: [N+:1]([C:4]1[CH:12]=[C:11]2[C:7]([CH2:8][CH2:9][CH2:10]2)=[CH:6][C:5]=1[NH2:13])([O-:3])=[O:2].[N+](C1C(N)=CC=C2C=1CCC2)([O-])=O.[CH3:27][C:28](OC(C)=O)=[O:29].NC1C=C2C(=CC=1)CCC2.[N+]([O-])([O-])=O.[K+]. Given the product [N+:1]([C:4]1[CH:12]=[C:11]2[C:7]([CH2:8][CH2:9][CH2:10]2)=[CH:6][C:5]=1[NH:13][C:28](=[O:29])[CH3:27])([O-:3])=[O:2], predict the reactants needed to synthesize it. (2) Given the product [F:1][C:2]1[CH:8]=[C:7]([C:34]2[CH:39]=[CH:38][C:37]([C:40]([F:42])([F:43])[F:41])=[C:36]([F:44])[CH:35]=2)[CH:6]=[CH:5][C:3]=1[NH2:4], predict the reactants needed to synthesize it. The reactants are: [F:1][C:2]1[CH:8]=[C:7](I)[CH:6]=[CH:5][C:3]=1[NH2:4].B1(B2OC(C)(C)C(C)(C)O2)OC(C)(C)C(C)(C)O1.C([O-])(=O)C.[K+].Br[C:34]1[CH:39]=[CH:38][C:37]([C:40]([F:43])([F:42])[F:41])=[C:36]([F:44])[CH:35]=1.C(=O)([O-])[O-].[K+].[K+]. (3) Given the product [CH2:40]([NH:44][C:45]([N:26]1[CH2:25][CH2:24][CH:23]([N:21]2[CH:22]=[C:18]([C:17]3[CH:16]=[N:15][C:14]([NH2:29])=[C:13]4[O:30][C:10]([C:6]5[C:5]6[S:1][N:2]=[CH:3][C:4]=6[CH:9]=[CH:8][CH:7]=5)=[CH:11][C:12]=34)[CH:19]=[N:20]2)[CH2:28][CH2:27]1)=[O:46])[CH:41]([CH3:43])[CH3:42], predict the reactants needed to synthesize it. The reactants are: [S:1]1[C:5]2[C:6]([C:10]3[O:30][C:13]4=[C:14]([NH2:29])[N:15]=[CH:16][C:17]([C:18]5[CH:19]=[N:20][N:21]([CH:23]6[CH2:28][CH2:27][NH:26][CH2:25][CH2:24]6)[CH:22]=5)=[C:12]4[CH:11]=3)=[CH:7][CH:8]=[CH:9][C:4]=2[CH:3]=[N:2]1.C(N(C(C)C)CC)(C)C.[CH2:40]([N:44]=[C:45]=[O:46])[CH:41]([CH3:43])[CH3:42].